Dataset: Forward reaction prediction with 1.9M reactions from USPTO patents (1976-2016). Task: Predict the product of the given reaction. (1) Given the reactants [O:1]1[CH2:5][CH2:4][CH:3]([CH2:6][OH:7])[CH2:2]1.N1C=CC=CC=1.[S:14](O[S:14]([C:17]([F:20])([F:19])[F:18])(=[O:16])=[O:15])([C:17]([F:20])([F:19])[F:18])(=[O:16])=[O:15], predict the reaction product. The product is: [F:18][C:17]([F:20])([F:19])[S:14]([O:7][CH2:6][CH:3]1[CH2:4][CH2:5][O:1][CH2:2]1)(=[O:16])=[O:15]. (2) Given the reactants [NH2:1][CH:2]([CH:14]([CH3:17])[CH2:15][CH3:16])[C:3]([NH:5][CH2:6][CH2:7][N:8]1[CH2:13][CH2:12][O:11][CH2:10][CH2:9]1)=[O:4].O.[C:19]1([CH3:29])[CH:24]=[CH:23][C:22]([S:25]([OH:28])(=[O:27])=[O:26])=[CH:21][CH:20]=1, predict the reaction product. The product is: [S:25]([C:22]1[CH:23]=[CH:24][C:19]([CH3:29])=[CH:20][CH:21]=1)([OH:28])(=[O:27])=[O:26].[S:25]([C:22]1[CH:23]=[CH:24][C:19]([CH3:29])=[CH:20][CH:21]=1)([OH:28])(=[O:27])=[O:26].[NH2:1][CH:2]([CH:14]([CH3:17])[CH2:15][CH3:16])[C:3]([NH:5][CH2:6][CH2:7][N:8]1[CH2:13][CH2:12][O:11][CH2:10][CH2:9]1)=[O:4]. (3) Given the reactants [Cl:1][C:2]1[CH:3]=[C:4]([C:9]2([CH:15]=[O:16])[CH2:14][CH2:13][CH2:12][CH2:11][CH2:10]2)[CH:5]=[CH:6][C:7]=1[Cl:8].[CH3:17][Li].Cl, predict the reaction product. The product is: [Cl:1][C:2]1[CH:3]=[C:4]([C:9]2([CH:15]([OH:16])[CH3:17])[CH2:14][CH2:13][CH2:12][CH2:11][CH2:10]2)[CH:5]=[CH:6][C:7]=1[Cl:8]. (4) Given the reactants [CH3:1][C:2]1[CH:7]=[CH:6][C:5]([N:8]2[N:12]=[CH:11][CH:10]=[N:9]2)=[CH:4][C:3]=1[CH2:13]O.S(Cl)([Cl:17])=O, predict the reaction product. The product is: [Cl:17][CH2:13][C:3]1[CH:4]=[C:5]([N:8]2[N:12]=[CH:11][CH:10]=[N:9]2)[CH:6]=[CH:7][C:2]=1[CH3:1].